This data is from Full USPTO retrosynthesis dataset with 1.9M reactions from patents (1976-2016). The task is: Predict the reactants needed to synthesize the given product. (1) Given the product [Br:21][CH2:19][C:7]1[C:6](=[O:20])[C:5]2[C:10](=[CH:11][C:2]([Cl:1])=[CH:3][CH:4]=2)[N:9]([C:12]2[CH:17]=[CH:16][CH:15]=[CH:14][C:13]=2[Cl:18])[CH:8]=1, predict the reactants needed to synthesize it. The reactants are: [Cl:1][C:2]1[CH:11]=[C:10]2[C:5]([C:6](=[O:20])[C:7]([CH3:19])=[CH:8][N:9]2[C:12]2[CH:17]=[CH:16][CH:15]=[CH:14][C:13]=2[Cl:18])=[CH:4][CH:3]=1.[Br:21]N1C(=O)CCC1=O.CC(N=NC(C#N)(C)C)(C#N)C. (2) Given the product [C:18]([C@@H:17]([NH:16][C:2]1[C:11]([C:12]([OH:14])=[O:13])=[CH:10][C:9]2[C:4](=[CH:5][CH:6]=[C:7]([Cl:15])[CH:8]=2)[N:3]=1)[CH2:21][C:22]1[CH:23]=[CH:24][C:25]([O:28][C:29]2[C:38]3[C:33](=[CH:34][C:35]([Cl:39])=[CH:36][CH:37]=3)[N:32]=[CH:31][CH:30]=2)=[CH:26][CH:27]=1)([OH:20])=[O:19], predict the reactants needed to synthesize it. The reactants are: Cl[C:2]1[C:11]([C:12]([OH:14])=[O:13])=[CH:10][C:9]2[C:4](=[CH:5][CH:6]=[C:7]([Cl:15])[CH:8]=2)[N:3]=1.[NH2:16][C@@H:17]([CH2:21][C:22]1[CH:27]=[CH:26][C:25]([O:28][C:29]2[C:38]3[C:33](=[CH:34][C:35]([Cl:39])=[CH:36][CH:37]=3)[N:32]=[CH:31][CH:30]=2)=[CH:24][CH:23]=1)[C:18]([OH:20])=[O:19]. (3) Given the product [F:42][CH:40]([F:41])[O:39][C:24]1[CH:25]=[C:26]([C:29]([OH:38])([C:30]([F:31])([F:32])[F:33])[C:34]([F:35])([F:36])[F:37])[CH:27]=[CH:28][C:23]=1[C:9]1[S:8][C:7]([C:5]([NH:4][CH2:3][C:2]([OH:1])([CH3:20])[CH3:21])=[O:6])=[N:11][C:10]=1[C:12]([N:14]1[CH2:18][CH2:17][CH2:16][C@@H:15]1[CH3:19])=[O:13], predict the reactants needed to synthesize it. The reactants are: [OH:1][C:2]([CH3:21])([CH3:20])[CH2:3][NH:4][C:5]([C:7]1[S:8][CH:9]=[C:10]([C:12]([N:14]2[CH2:18][CH2:17][CH2:16][C@@H:15]2[CH3:19])=[O:13])[N:11]=1)=[O:6].Br[C:23]1[CH:28]=[CH:27][C:26]([C:29]([OH:38])([C:34]([F:37])([F:36])[F:35])[C:30]([F:33])([F:32])[F:31])=[CH:25][C:24]=1[O:39][CH:40]([F:42])[F:41]. (4) Given the product [CH3:1][S:2]([NH:5][C:6]1[CH:35]=[CH:34][C:9]([C:10]([N:12]2[C:21]3[C:16](=[CH:17][CH:18]=[CH:19][CH:20]=3)[CH:15]([N:22]([C:27]3[CH:32]=[CH:31][CH:30]=[CH:29][CH:28]=3)[C:23](=[O:26])[CH2:24][CH3:25])[CH2:14][CH:13]2[CH3:33])=[O:11])=[CH:8][CH:7]=1)(=[O:3])=[O:4], predict the reactants needed to synthesize it. The reactants are: [CH3:1][S:2]([NH:5][C:6]1[CH:35]=[CH:34][C:9]([C:10]([N:12]2[C:21]3[C:16](=[CH:17][CH:18]=[CH:19][CH:20]=3)[C@H:15]([N:22]([C:27]3[CH:32]=[CH:31][CH:30]=[CH:29][CH:28]=3)[C:23](=[O:26])[CH2:24][CH3:25])[CH2:14][C@@H:13]2[CH3:33])=[O:11])=[CH:8][CH:7]=1)(=[O:4])=[O:3].NC1C=CC(C(N2C3C(=CC=CC=3)[C@H](N(C3C=CC=CC=3)C(=O)C)C[C@@H]2C)=O)=CC=1.CS(OS(C)(=O)=O)(=O)=O. (5) Given the product [NH2:1][C:2]1[N:11]=[C:10]([C:12]([N:14]2[CH2:15][C:16]3[C:21](=[CH:20][CH:19]=[CH:18][CH:17]=3)[CH2:22]2)=[O:13])[C:9]2[C:4](=[CH:5][CH:6]=[C:7]([C:23]3[CH:30]=[CH:29][CH:28]=[CH:27][C:24]=3[CH2:25][NH:35][CH:31]3[CH2:34][CH2:33][CH2:32]3)[CH:8]=2)[N:3]=1, predict the reactants needed to synthesize it. The reactants are: [NH2:1][C:2]1[N:11]=[C:10]([C:12]([N:14]2[CH2:22][C:21]3[C:16](=[CH:17][CH:18]=[CH:19][CH:20]=3)[CH2:15]2)=[O:13])[C:9]2[C:4](=[CH:5][CH:6]=[C:7]([C:23]3[CH:30]=[CH:29][CH:28]=[CH:27][C:24]=3[CH:25]=O)[CH:8]=2)[N:3]=1.[CH:31]1([NH2:35])[CH2:34][CH2:33][CH2:32]1.C(O)(=O)C.C(O[BH-](OC(=O)C)OC(=O)C)(=O)C.[Na+].